This data is from Forward reaction prediction with 1.9M reactions from USPTO patents (1976-2016). The task is: Predict the product of the given reaction. (1) Given the reactants Cl[CH2:2][C:3]([N:5]1[CH2:10][C@H:9]([CH3:11])[N:8]([CH2:12][C:13]2[CH:18]=[CH:17][C:16]([F:19])=[CH:15][CH:14]=2)[CH2:7][C@H:6]1[CH3:20])=[O:4].[CH2:21]([O:23][C:24](=[O:37])[CH2:25][CH2:26][C:27]([C:29]1[CH:34]=[C:33]([Cl:35])[CH:32]=[CH:31][C:30]=1[OH:36])=[O:28])[CH3:22].C1CN2C(=NCCC2)NC1, predict the reaction product. The product is: [CH2:21]([O:23][C:24](=[O:37])[CH2:25][CH2:26][C:27]([C:29]1[CH:34]=[C:33]([Cl:35])[CH:32]=[CH:31][C:30]=1[O:36][CH2:2][C:3]([N:5]1[CH2:10][C@H:9]([CH3:11])[N:8]([CH2:12][C:13]2[CH:18]=[CH:17][C:16]([F:19])=[CH:15][CH:14]=2)[CH2:7][C@H:6]1[CH3:20])=[O:4])=[O:28])[CH3:22]. (2) Given the reactants [CH3:1][C:2]1[CH:6]=[C:5]([CH3:7])[N:4]([C:8]2[N:13]=[C:12]([C:14]3[O:15][C:16]([CH3:19])=[CH:17][CH:18]=3)[N:11]=[C:10]([NH2:20])[CH:9]=2)[N:3]=1.[H-].[Na+].C1N=[CH:26][N:25]([C:28](N2C=NC=C2)=O)[CH:24]=1.CN1CCNCC1.[CH3:42][N:43]([CH:45]=[O:46])[CH3:44].C1COCC1, predict the reaction product. The product is: [CH3:1][C:2]1[CH:6]=[C:5]([CH3:7])[N:4]([C:8]2[N:13]=[C:12]([C:14]3[O:15][C:16]([CH3:19])=[CH:17][CH:18]=3)[N:11]=[C:10]([NH:20][C:45]([N:43]3[CH2:44][CH2:26][N:25]([CH3:28])[CH2:24][CH2:42]3)=[O:46])[CH:9]=2)[N:3]=1. (3) Given the reactants [Br:1][C:2]1[CH:7]=[CH:6][CH:5]=[CH:4][C:3]=1[NH:8][C:9]([C@:11]1([CH3:26])[CH2:15][CH2:14][CH2:13][N:12]1[C:16]([O:18][CH2:19][C:20]1[CH:25]=[CH:24][CH:23]=[CH:22][CH:21]=1)=[O:17])=O.COC1C=CC(P2(SP(C3C=CC(OC)=CC=3)(=S)S2)=[S:36])=CC=1, predict the reaction product. The product is: [Br:1][C:2]1[CH:7]=[CH:6][CH:5]=[CH:4][C:3]=1[NH:8][C:9]([C@:11]1([CH3:26])[CH2:15][CH2:14][CH2:13][N:12]1[C:16]([O:18][CH2:19][C:20]1[CH:25]=[CH:24][CH:23]=[CH:22][CH:21]=1)=[O:17])=[S:36]. (4) Given the reactants [CH:1]1([N:7]2[C:11]3=[C:12]4[CH:18]=[CH:17][N:16]([CH2:19][O:20][CH2:21][CH2:22][Si:23]([CH3:26])([CH3:25])[CH3:24])[C:13]4=[N:14][CH:15]=[C:10]3[NH:9][C:8]2=[O:27])[CH2:6][CH2:5][CH2:4][CH2:3][CH2:2]1.[CH3:28][S:29]([C:32]1[CH:37]=[CH:36][C:35](B(O)O)=[CH:34][CH:33]=1)(=[O:31])=[O:30].C(Cl)Cl.[NH4+].[OH-], predict the reaction product. The product is: [CH:1]1([N:7]2[C:11]3=[C:12]4[CH:18]=[CH:17][N:16]([CH2:19][O:20][CH2:21][CH2:22][Si:23]([CH3:24])([CH3:26])[CH3:25])[C:13]4=[N:14][CH:15]=[C:10]3[N:9]([C:35]3[CH:36]=[CH:37][C:32]([S:29]([CH3:28])(=[O:31])=[O:30])=[CH:33][CH:34]=3)[C:8]2=[O:27])[CH2:2][CH2:3][CH2:4][CH2:5][CH2:6]1. (5) The product is: [CH2:1]([C:8]1[O:9][C:10]([C:13]2[CH:14]=[C:15]3[C:20](=[CH:21][CH:22]=2)[CH:19]=[C:18]([OH:23])[CH:17]=[CH:16]3)=[CH:11][N:12]=1)[C:2]1[CH:3]=[CH:4][CH:5]=[CH:6][CH:7]=1. Given the reactants [CH2:1]([C:8]1[O:9][C:10]([C:13]2[CH:22]=[CH:21][C:20]3[C:15](=[CH:16][CH:17]=[C:18]([O:23]C)[CH:19]=3)[CH:14]=2)=[CH:11][N:12]=1)[C:2]1[CH:7]=[CH:6][CH:5]=[CH:4][CH:3]=1.Br, predict the reaction product. (6) Given the reactants C[O:2][C:3]([C:5]1[N:6]=[C:7](Br)[S:8][C:9]=1[C:10]1[CH:15]=[CH:14][CH:13]=[CH:12][CH:11]=1)=[O:4].[CH3:17][NH:18][CH3:19], predict the reaction product. The product is: [CH3:17][N:18]([CH3:19])[C:7]1[S:8][C:9]([C:10]2[CH:15]=[CH:14][CH:13]=[CH:12][CH:11]=2)=[C:5]([C:3]([OH:2])=[O:4])[N:6]=1. (7) Given the reactants Cl[C:2]1[N:10]=[C:9]2[C:5]([NH:6][CH:7]([CH2:12][N:13]3[CH2:18][CH2:17][CH:16]([N:19]([CH3:21])[CH3:20])[CH2:15][CH2:14]3)[N:8]2[CH3:11])=[C:4]([N:22]2[CH2:27][CH2:26][O:25][CH2:24][CH2:23]2)[N:3]=1.[CH2:28]([C:30]1[NH:34][C:33]2[CH:35]=[CH:36][CH:37]=[CH:38][C:32]=2[N:31]=1)[CH3:29].CC(C1C=C(C(C)C)C(C2C=CC=CC=2P(C2CCCCC2)C2CCCCC2)=C(C(C)C)C=1)C.C(=O)([O-])[O-].[Cs+].[Cs+].CN(C)C=O, predict the reaction product. The product is: [CH2:28]([C:30]1[N:31]([C:2]2[N:10]=[C:9]3[C:5]([N:6]=[C:7]([CH2:12][N:13]4[CH2:14][CH2:15][CH:16]([N:19]([CH3:21])[CH3:20])[CH2:17][CH2:18]4)[N:8]3[CH3:11])=[C:4]([N:22]3[CH2:23][CH2:24][O:25][CH2:26][CH2:27]3)[N:3]=2)[C:32]2[CH:38]=[CH:37][CH:36]=[CH:35][C:33]=2[N:34]=1)[CH3:29]. (8) Given the reactants Cl[C:2]1[CH:7]=[CH:6][C:5]([N+:8]([O-:10])=[O:9])=[CH:4][N:3]=1.[C:11]([C:13]([C:16]1[CH:17]=[C:18]([CH:30]=[CH:31][CH:32]=1)[C:19]([NH:21][C:22]1[CH:27]=[C:26]([OH:28])[CH:25]=[CH:24][C:23]=1[CH3:29])=[O:20])([CH3:15])[CH3:14])#[N:12].C(=O)([O-])[O-].[K+].[K+], predict the reaction product. The product is: [C:11]([C:13]([C:16]1[CH:17]=[C:18]([CH:30]=[CH:31][CH:32]=1)[C:19]([NH:21][C:22]1[CH:27]=[C:26]([O:28][C:2]2[CH:7]=[CH:6][C:5]([N+:8]([O-:10])=[O:9])=[CH:4][N:3]=2)[CH:25]=[CH:24][C:23]=1[CH3:29])=[O:20])([CH3:15])[CH3:14])#[N:12].